This data is from NCI-60 drug combinations with 297,098 pairs across 59 cell lines. The task is: Regression. Given two drug SMILES strings and cell line genomic features, predict the synergy score measuring deviation from expected non-interaction effect. (1) Drug 1: C1=NC(=NC(=O)N1C2C(C(C(O2)CO)O)O)N. Cell line: RPMI-8226. Synergy scores: CSS=56.1, Synergy_ZIP=-1.91, Synergy_Bliss=-2.49, Synergy_Loewe=-25.8, Synergy_HSA=-2.93. Drug 2: CS(=O)(=O)CCNCC1=CC=C(O1)C2=CC3=C(C=C2)N=CN=C3NC4=CC(=C(C=C4)OCC5=CC(=CC=C5)F)Cl. (2) Drug 1: C1=CC(=CC=C1C#N)C(C2=CC=C(C=C2)C#N)N3C=NC=N3. Drug 2: CC1=C2C(C(=O)C3(C(CC4C(C3C(C(C2(C)C)(CC1OC(=O)C(C(C5=CC=CC=C5)NC(=O)OC(C)(C)C)O)O)OC(=O)C6=CC=CC=C6)(CO4)OC(=O)C)O)C)O. Cell line: 786-0. Synergy scores: CSS=2.57, Synergy_ZIP=-1.66, Synergy_Bliss=-4.19, Synergy_Loewe=-0.528, Synergy_HSA=-3.69.